From a dataset of Full USPTO retrosynthesis dataset with 1.9M reactions from patents (1976-2016). Predict the reactants needed to synthesize the given product. (1) The reactants are: [NH2:1][C:2]1[CH:7]=[CH:6][C:5]([Br:8])=[CH:4][C:3]=1[CH2:9][OH:10].Cl[C:12](Cl)([O:14]C(=O)OC(Cl)(Cl)Cl)Cl. Given the product [Br:8][C:5]1[CH:6]=[CH:7][C:2]2[NH:1][C:12](=[O:14])[O:10][CH2:9][C:3]=2[CH:4]=1, predict the reactants needed to synthesize it. (2) The reactants are: [F:1][C:2]1[CH:20]=[C:19]([F:21])[CH:18]=[CH:17][C:3]=1[O:4][CH:5]([C:7]1[CH:16]=[CH:15][C:10]([C:11]([O:13]C)=[O:12])=[CH:9][CH:8]=1)[CH3:6].[OH-].[Li+].Cl. Given the product [F:1][C:2]1[CH:20]=[C:19]([F:21])[CH:18]=[CH:17][C:3]=1[O:4][CH:5]([C:7]1[CH:16]=[CH:15][C:10]([C:11]([OH:13])=[O:12])=[CH:9][CH:8]=1)[CH3:6], predict the reactants needed to synthesize it. (3) Given the product [CH3:13][O:12][C:10](=[O:11])[CH2:9][C:3]1[CH:4]=[C:5]([Cl:8])[CH:6]=[CH:7][C:2]=1[C:19]1[CH:20]=[CH:21][C:16]([S:15][CH3:14])=[CH:17][CH:18]=1, predict the reactants needed to synthesize it. The reactants are: Br[C:2]1[CH:7]=[CH:6][C:5]([Cl:8])=[CH:4][C:3]=1[CH2:9][C:10]([O:12][CH3:13])=[O:11].[CH3:14][S:15][C:16]1[CH:21]=[CH:20][C:19](B(O)O)=[CH:18][CH:17]=1.[F-].[Cs+]. (4) Given the product [C:22]1([C:25]2[CH:30]=[CH:29][CH:28]=[CH:27][CH:26]=2)[CH:21]=[CH:20][C:19]([NH:18][C:17]2[CH:16]=[N:15][CH:14]=[C:13]3[S:31][C:10]([C:8]4[N:3]([CH2:1][CH3:2])[C:4](=[O:5])[NH:6][N:7]=4)=[CH:11][C:12]=23)=[CH:24][CH:23]=1, predict the reactants needed to synthesize it. The reactants are: [CH2:1]([NH:3][C:4]([NH:6][NH:7][C:8]([C:10]1[S:31][C:13]2=[CH:14][N:15]=[CH:16][C:17]([NH:18][C:19]3[CH:24]=[CH:23][C:22]([C:25]4[CH:30]=[CH:29][CH:28]=[CH:27][CH:26]=4)=[CH:21][CH:20]=3)=[C:12]2[CH:11]=1)=O)=[O:5])[CH3:2].C(=O)([O-])[O-].[K+].[K+]. (5) Given the product [C:6]1([NH:5][C:15]([C:17]2[N:21]3[N:22]=[C:23]([Cl:26])[CH:24]=[CH:25][C:20]3=[N:19][CH:18]=2)=[O:14])[CH:11]=[CH:10][CH:9]=[CH:8][CH:7]=1, predict the reactants needed to synthesize it. The reactants are: C[Al](C)C.[NH2:5][C:6]1[CH:11]=[CH:10][CH:9]=[CH:8][CH:7]=1.C([O:14][C:15]([C:17]1[N:21]2[N:22]=[C:23]([Cl:26])[CH:24]=[CH:25][C:20]2=[N:19][CH:18]=1)=O)C. (6) Given the product [Cl:63][C:60]1[C:59]([Cl:64])=[CH:58][CH:57]=[C:56]2[C:61]=1[CH:62]=[C:54]([C:52]([NH:51][C:48]1[CH:49]=[CH:50][C:45]([CH:42]3[CH2:41][CH2:40][N:39]([C:69](=[O:76])[CH2:70][C:71]4([C:67]([OH:77])=[O:68])[CH2:75][CH2:74][CH2:73][CH2:72]4)[CH2:44][CH2:43]3)=[CH:46][CH:47]=1)=[O:53])[N:55]2[CH2:65][CH3:66], predict the reactants needed to synthesize it. The reactants are: C(OC1C=CC=C2C=1C=C(C(NC1C=CC(C3CCN(C(=O)CC(C)(C)C(O)=O)CC3)=CC=1)=O)N2CC)C.[NH:39]1[CH2:44][CH2:43][CH:42]([C:45]2[CH:50]=[CH:49][C:48]([NH:51][C:52]([C:54]3[N:55]([CH2:65][CH3:66])[C:56]4[C:61]([CH:62]=3)=[C:60]([Cl:63])[C:59]([Cl:64])=[CH:58][CH:57]=4)=[O:53])=[CH:47][CH:46]=2)[CH2:41][CH2:40]1.[C:67]1(=[O:77])[C:71]2([CH2:75][CH2:74][CH2:73][CH2:72]2)[CH2:70][C:69](=[O:76])[O:68]1.